From a dataset of Full USPTO retrosynthesis dataset with 1.9M reactions from patents (1976-2016). Predict the reactants needed to synthesize the given product. (1) Given the product [C:1]([CH2:3][CH2:4][N:5]1[C:6]([C:8]2[CH:9]=[C:10]([CH:15]=[CH:16][CH:17]=2)[C:11]([O:13][CH3:14])=[O:12])=[N:20][N:19]=[N:18]1)#[N:2], predict the reactants needed to synthesize it. The reactants are: [C:1]([CH2:3][CH2:4][NH:5][C:6]([C:8]1[CH:9]=[C:10]([CH:15]=[CH:16][CH:17]=1)[C:11]([O:13][CH3:14])=[O:12])=O)#[N:2].[N-:18]=[N+:19]=[N-:20].[Na+].O(S(C(F)(F)F)(=O)=O)S(C(F)(F)F)(=O)=O.C([O-])(O)=O.[Na+]. (2) Given the product [NH2:20][C:17]1[O:18][CH2:19][C@:15]2([C:4]3[C:5](=[N:6][CH:7]=[C:2]([C:48]#[C:47][C:45]([CH3:46])([OH:49])[CH3:44])[CH:3]=3)[O:8][C:9]3[C:14]2=[CH:13][C:12]([C:21]2[CH:22]=[N:23][CH:24]=[N:25][CH:26]=2)=[CH:11][CH:10]=3)[N:16]=1, predict the reactants needed to synthesize it. The reactants are: Br[C:2]1[CH:3]=[C:4]2[C@:15]3([CH2:19][O:18][C:17]([NH2:20])=[N:16]3)[C:14]3[C:9](=[CH:10][CH:11]=[C:12]([C:21]4[CH:22]=[N:23][CH:24]=[N:25][CH:26]=4)[CH:13]=3)[O:8][C:5]2=[N:6][CH:7]=1.C1COCC1.CN(C=O)C.C(NC(C)C)(C)C.[CH3:44][C:45]([OH:49])([C:47]#[CH:48])[CH3:46]. (3) Given the product [N:12]1([CH2:11][C:6]2[NH:7][C:8]3[C:4]([CH:5]=2)=[CH:3][C:2]([F:1])=[CH:10][CH:9]=3)[CH2:18][CH2:17][CH2:16][NH:15][CH2:14][CH2:13]1, predict the reactants needed to synthesize it. The reactants are: [F:1][C:2]1[CH:3]=[C:4]2[C:8](=[CH:9][CH:10]=1)[NH:7][C:6]([CH2:11][N:12]1[CH2:18][CH2:17][CH2:16][N:15](C(OC(C)(C)C)=O)[CH2:14][CH2:13]1)=[CH:5]2.C(O)(C(F)(F)F)=O. (4) Given the product [CH3:19][C:18]1([CH3:23])[O:1][C@H:2]([C:5]2[C:6]([F:16])=[C:7]([CH:13]=[CH:14][CH:15]=2)[C:8]([O:10][CH2:11][CH3:12])=[O:9])[CH2:3][O:4]1, predict the reactants needed to synthesize it. The reactants are: [OH:1][C@H:2]([C:5]1[C:6]([F:16])=[C:7]([CH:13]=[CH:14][CH:15]=1)[C:8]([O:10][CH2:11][CH3:12])=[O:9])[CH2:3][OH:4].O.[C:18]1(C)[CH:23]=CC(S(O)(=O)=O)=C[CH:19]=1.C(=O)(O)[O-].[Na+]. (5) Given the product [F:22][C:23]1[CH:24]=[C:25]([CH:28]=[C:29]([F:31])[CH:30]=1)[CH2:26][NH:27][C:13]([C:14]1[C:15]([NH:16][C:11]([C:1]2[C:10]3[C:5](=[CH:6][CH:7]=[CH:8][CH:9]=3)[CH:4]=[CH:3][CH:2]=2)=[O:12])=[CH:17][CH:18]=[CH:19][N:20]=1)=[O:21], predict the reactants needed to synthesize it. The reactants are: [C:1]1([C:11]2[O:12][C:13](=[O:21])[C:14]3[N:20]=[CH:19][CH:18]=[CH:17][C:15]=3[N:16]=2)[C:10]2[C:5](=[CH:6][CH:7]=[CH:8][CH:9]=2)[CH:4]=[CH:3][CH:2]=1.[F:22][C:23]1[CH:24]=[C:25]([CH:28]=[C:29]([F:31])[CH:30]=1)[CH2:26][NH2:27]. (6) Given the product [N:23]1([C:18]([C:12]2[S:13][C:14]3[CH2:15][CH2:16][O:17][C:8]4[CH:7]=[C:6]([C:4]5[CH:3]=[N:2][NH:1][CH:5]=5)[CH:22]=[CH:21][C:9]=4[C:10]=3[N:11]=2)=[O:19])[CH2:28][CH2:27][CH2:26][CH2:25][CH2:24]1, predict the reactants needed to synthesize it. The reactants are: [NH:1]1[CH:5]=[C:4]([C:6]2[CH:22]=[CH:21][C:9]3[C:10]4[N:11]=[C:12]([C:18](O)=[O:19])[S:13][C:14]=4[CH2:15][CH2:16][O:17][C:8]=3[CH:7]=2)[CH:3]=[N:2]1.[NH:23]1[CH2:28][CH2:27][CH2:26][CH2:25][CH2:24]1.